Task: Binary Classification. Given a T-cell receptor sequence (or CDR3 region) and an epitope sequence, predict whether binding occurs between them.. Dataset: TCR-epitope binding with 47,182 pairs between 192 epitopes and 23,139 TCRs (1) The epitope is KLVALGINAV. The TCR CDR3 sequence is CASTGGLGYTF. Result: 1 (the TCR binds to the epitope). (2) The epitope is YEGNSPFHPL. The TCR CDR3 sequence is CASSFPSGLAKNIQYF. Result: 1 (the TCR binds to the epitope). (3) The epitope is NLSALGIFST. The TCR CDR3 sequence is CASSKTSASYEQYF. Result: 0 (the TCR does not bind to the epitope).